From a dataset of Full USPTO retrosynthesis dataset with 1.9M reactions from patents (1976-2016). Predict the reactants needed to synthesize the given product. (1) Given the product [NH2:11][C:12]1[C:19]([C:2]2[O:1][CH:5]=[CH:4][N:3]=2)=[CH:18][C:15]([C:16]#[N:17])=[CH:14][N:13]=1, predict the reactants needed to synthesize it. The reactants are: [O:1]1[CH:5]=[CH:4][N:3]=[CH:2]1.[Li]CCCC.[NH2:11][C:12]1[C:19](Br)=[CH:18][C:15]([C:16]#[N:17])=[CH:14][N:13]=1.[NH4+].[Cl-]. (2) Given the product [Cl:1][C:2]1[CH:7]=[CH:6][C:5]([O:8][C:21]2[CH:22]=[C:23]([S:27]([CH2:30][CH2:31][CH2:32][OH:33])(=[O:29])=[O:28])[CH:24]=[CH:25][CH:26]=2)=[CH:4][C:3]=1[C:9]1[C:18]2[C:13](=[C:14]([Cl:19])[CH:15]=[CH:16][CH:17]=2)[N:12]=[CH:11][N:10]=1, predict the reactants needed to synthesize it. The reactants are: [Cl:1][C:2]1[CH:7]=[CH:6][C:5]([OH:8])=[CH:4][C:3]=1[C:9]1[C:18]2[C:13](=[C:14]([Cl:19])[CH:15]=[CH:16][CH:17]=2)[N:12]=[CH:11][N:10]=1.Br[C:21]1[CH:22]=[C:23]([S:27]([CH2:30][CH2:31][CH2:32][OH:33])(=[O:29])=[O:28])[CH:24]=[CH:25][CH:26]=1. (3) Given the product [CH:22]([NH:25][C:2]1[CH:7]=[CH:6][C:5]([C:8]([F:11])([F:10])[F:9])=[CH:4][C:3]=1[N+:12]([O-:14])=[O:13])([CH3:24])[CH3:23], predict the reactants needed to synthesize it. The reactants are: F[C:2]1[CH:7]=[CH:6][C:5]([C:8]([F:11])([F:10])[F:9])=[CH:4][C:3]=1[N+:12]([O-:14])=[O:13].CN1CCCC1=O.[CH:22]([NH2:25])([CH3:24])[CH3:23]. (4) Given the product [CH2:1]([O:5][C:6]1[CH:10]=[C:9]([CH2:11][CH2:12][C:13]([O:15][CH2:16][CH3:17])=[O:14])[N:8]([CH2:18][C:19]2[CH:20]=[CH:21][C:22]([C:25]([F:28])([F:27])[F:26])=[CH:23][CH:24]=2)[N:7]=1)[CH2:2][CH2:3][CH3:4], predict the reactants needed to synthesize it. The reactants are: [CH2:1]([O:5][C:6]1[CH:10]=[C:9](/[CH:11]=[CH:12]/[C:13]([O:15][CH2:16][CH3:17])=[O:14])[N:8]([CH2:18][C:19]2[CH:24]=[CH:23][C:22]([C:25]([F:28])([F:27])[F:26])=[CH:21][CH:20]=2)[N:7]=1)[CH2:2][CH2:3][CH3:4]. (5) Given the product [Br:1][C:2]1[C:3]([CH3:9])=[CH:4][C:5]([F:8])=[C:6]([CH:7]=1)[CH:21]=[O:22], predict the reactants needed to synthesize it. The reactants are: [Br:1][C:2]1[CH:7]=[CH:6][C:5]([F:8])=[CH:4][C:3]=1[CH3:9].C([N-]C(C)C)(C)C.[Li+].CN([CH:21]=[O:22])C.Cl. (6) The reactants are: I[C:2]1[CH:12]=[CH:11][C:5]([C:6]([O:8]CC)=[O:7])=[CH:4][CH:3]=1.[CH:13]([C@@H:16]1[CH2:20][O:19][C:18](=[O:21])[NH:17]1)([CH3:15])[CH3:14].C(=O)([O-])[O-].[K+].[K+].CNCCNC. Given the product [CH:13]([C@@H:16]1[CH2:20][O:19][C:18](=[O:21])[N:17]1[C:2]1[CH:3]=[CH:4][C:5]([C:6]([OH:8])=[O:7])=[CH:11][CH:12]=1)([CH3:15])[CH3:14], predict the reactants needed to synthesize it. (7) The reactants are: [OH:1][C:2]1[CH:19]=[C:18]2[C:5]([C@@:6]3([CH3:25])[C@H:15]([CH2:16][S:17]2(=[O:21])=[O:20])[C@:14]2([CH3:22])[C@H:9]([C:10]([CH3:24])([CH3:23])[CH2:11][CH2:12][CH2:13]2)[CH2:8][CH2:7]3)=[C:4]([C:26]([OH:28])=O)[CH:3]=1.[CH3:29][N:30](C(ON1N=NC2C=CC=NC1=2)=[N+](C)C)C.F[P-](F)(F)(F)(F)F.CN1CCOCC1.CN. Given the product [OH:1][C:2]1[CH:19]=[C:18]2[C:5]([C@@:6]3([CH3:25])[C@H:15]([CH2:16][S:17]2(=[O:21])=[O:20])[C@:14]2([CH3:22])[C@H:9]([C:10]([CH3:24])([CH3:23])[CH2:11][CH2:12][CH2:13]2)[CH2:8][CH2:7]3)=[C:4]([C:26]([NH:30][CH3:29])=[O:28])[CH:3]=1, predict the reactants needed to synthesize it. (8) Given the product [Br:14][C:4]1[C:5]([C:8]2[CH:13]=[CH:12][CH:11]=[CH:10][CH:9]=2)=[N:6][NH:7][C:3]=1[CH2:1][CH3:2], predict the reactants needed to synthesize it. The reactants are: [CH2:1]([C:3]1[NH:7][N:6]=[C:5]([C:8]2[CH:13]=[CH:12][CH:11]=[CH:10][CH:9]=2)[CH:4]=1)[CH3:2].[Br:14]Br.